From a dataset of Catalyst prediction with 721,799 reactions and 888 catalyst types from USPTO. Predict which catalyst facilitates the given reaction. (1) Reactant: [NH2:1][C:2]1[CH:9]=[CH:8][C:5]([C:6]#[N:7])=[CH:4][C:3]=1[Br:10].C(O[CH:14]=[C:15]([C:21]([O:23][CH2:24][CH3:25])=[O:22])[C:16]([O:18][CH2:19][CH3:20])=[O:17])C. Product: [Br:10][C:3]1[CH:4]=[C:5]([C:6]#[N:7])[CH:8]=[CH:9][C:2]=1[NH:1][CH:14]=[C:15]([C:16]([O:18][CH2:19][CH3:20])=[O:17])[C:21]([O:23][CH2:24][CH3:25])=[O:22]. The catalyst class is: 11. (2) Reactant: C([O:3][C:4]([C:6]1[CH:7]=[C:8]([N:12]2[CH2:16][C@@H:15]3[CH2:17][N:18]([C:20]([O:22][C:23]([CH3:26])([CH3:25])[CH3:24])=[O:21])[CH2:19][C@@H:14]3[CH2:13]2)[CH:9]=[N:10][CH:11]=1)=[O:5])C.[OH-].[Na+]. Product: [C:23]([O:22][C:20]([N:18]1[CH2:19][C@H:14]2[CH2:13][N:12]([C:8]3[CH:9]=[N:10][CH:11]=[C:6]([CH:7]=3)[C:4]([OH:5])=[O:3])[CH2:16][C@H:15]2[CH2:17]1)=[O:21])([CH3:26])([CH3:24])[CH3:25]. The catalyst class is: 815.